The task is: Predict the reactants needed to synthesize the given product.. This data is from Full USPTO retrosynthesis dataset with 1.9M reactions from patents (1976-2016). (1) Given the product [CH2:23]([O:22][C:20]([C:9]1[N:10]([S:11]([C:14]2[CH:19]=[CH:18][CH:17]=[CH:16][CH:15]=2)(=[O:13])=[O:12])[C:5]2[C:6](=[N:7][C:2]([N:25]([C:34]([O:36][C:37]([CH3:40])([CH3:39])[CH3:38])=[O:35])[NH:26][C:27]([O:29][C:30]([CH3:31])([CH3:32])[CH3:33])=[O:28])=[CH:3][CH:4]=2)[CH:8]=1)=[O:21])[CH3:24], predict the reactants needed to synthesize it. The reactants are: Cl[C:2]1[N:7]=[C:6]2[CH:8]=[C:9]([C:20]([O:22][CH2:23][CH3:24])=[O:21])[N:10]([S:11]([C:14]3[CH:19]=[CH:18][CH:17]=[CH:16][CH:15]=3)(=[O:13])=[O:12])[C:5]2=[CH:4][CH:3]=1.[NH:25]([C:34]([O:36][C:37]([CH3:40])([CH3:39])[CH3:38])=[O:35])[NH:26][C:27]([O:29][C:30]([CH3:33])([CH3:32])[CH3:31])=[O:28].C([O-])([O-])=O.[Cs+].[Cs+]. (2) Given the product [I:1][C:2]1[CH:3]=[C:4]([CH:5]=[CH:6][CH:7]=1)[O:8][C:16]1[CH:21]=[CH:20][N:19]=[C:18]([C:22]([NH:24][CH3:25])=[O:23])[CH:17]=1, predict the reactants needed to synthesize it. The reactants are: [I:1][C:2]1[CH:3]=[C:4]([OH:8])[CH:5]=[CH:6][CH:7]=1.C([O-])([O-])=O.[Cs+].[Cs+].Cl[C:16]1[CH:21]=[CH:20][N:19]=[C:18]([C:22]([NH:24][CH3:25])=[O:23])[CH:17]=1. (3) Given the product [ClH:21].[F:1][C:2]1[CH:7]=[C:6]([OH:8])[CH:5]=[C:4]([C@H:9]2[CH2:13][CH2:12][CH2:11][NH:10]2)[CH:3]=1, predict the reactants needed to synthesize it. The reactants are: [F:1][C:2]1[CH:3]=[C:4]([C@H:9]2[CH2:13][CH2:12][CH2:11][N:10]2C(OC(C)(C)C)=O)[CH:5]=[C:6]([OH:8])[CH:7]=1.[ClH:21].O1CCOCC1.